Dataset: Full USPTO retrosynthesis dataset with 1.9M reactions from patents (1976-2016). Task: Predict the reactants needed to synthesize the given product. (1) Given the product [NH2:1][C:2]1[C:11]2[N:12]=[C:13]([CH2:29][CH3:30])[N:14]([CH2:15][CH:16]3[CH2:21][CH2:20][N:19]([C:22]([O:24][C:25]([CH3:28])([CH3:27])[CH3:26])=[O:23])[CH2:18][CH2:17]3)[C:10]=2[C:9]2[CH:8]=[CH:7][C:6]([C:38]3[CH:39]=[N:40][CH:41]=[CH:42][CH:43]=3)=[CH:5][C:4]=2[N:3]=1, predict the reactants needed to synthesize it. The reactants are: [NH2:1][C:2]1[C:11]2[N:12]=[C:13]([CH2:29][CH3:30])[N:14]([CH2:15][CH:16]3[CH2:21][CH2:20][N:19]([C:22]([O:24][C:25]([CH3:28])([CH3:27])[CH3:26])=[O:23])[CH2:18][CH2:17]3)[C:10]=2[C:9]2[CH:8]=[CH:7][C:6](Br)=[CH:5][C:4]=2[N:3]=1.B1([C:38]2[CH:43]=[CH:42][CH:41]=[N:40][CH:39]=2)OCCCO1. (2) Given the product [CH3:1][O:2][C:3](=[O:9])[C:4]([CH3:8])([CH3:7])[CH:5]=[O:6], predict the reactants needed to synthesize it. The reactants are: [CH3:1][O:2][C:3](=[O:9])[C:4]([CH3:8])([CH3:7])[CH2:5][OH:6].ClC([O-])=O.[NH+]1C=CC=CC=1.